This data is from Reaction yield outcomes from USPTO patents with 853,638 reactions. The task is: Predict the reaction yield, written as a fraction of the theoretical maximum amount of product (1.0 means a 100% yield; for example, 0.34 means a 34% yield). (1) The reactants are COC1C=C(OC)C=CC=1C[N:6]([C:29]1[CH:34]=[CH:33][N:32]=[CH:31][N:30]=1)[S:7]([C:10]1[CH:15]=[CH:14][C:13]([O:16][C@@H:17]2[CH2:21][CH2:20][CH2:19][C@H:18]2[C:22]2[N:26]([CH3:27])[N:25]=[CH:24][CH:23]=2)=[CH:12][C:11]=1[F:28])(=[O:9])=[O:8].C([SiH](CC)CC)C.FC(F)(F)C(O)=O. The catalyst is ClCCl. The product is [F:28][C:11]1[CH:12]=[C:13]([O:16][C@@H:17]2[CH2:21][CH2:20][CH2:19][C@H:18]2[C:22]2[N:26]([CH3:27])[N:25]=[CH:24][CH:23]=2)[CH:14]=[CH:15][C:10]=1[S:7]([NH:6][C:29]1[CH:34]=[CH:33][N:32]=[CH:31][N:30]=1)(=[O:8])=[O:9]. The yield is 0.890. (2) The reactants are [Cl:1][C:2]1[CH:3]=[C:4]2[C:9](=[CH:10][C:11]=1[Cl:12])[CH:8]=[N:7][C:6]([NH2:13])=[CH:5]2.[Cl:14][C:15]1[C:24]([Cl:25])=[CH:23][CH:22]=[C:21]2[C:16]=1[CH:17]=[C:18]([NH2:26])[N:19]=[CH:20]2.[C:27](N1C=CC=CC1=O)(N1C=CC=CC1=O)=[S:28]. The catalyst is ClCCl. The product is [Cl:1][C:2]1[CH:3]=[C:4]2[C:9](=[CH:10][C:11]=1[Cl:12])[CH:8]=[N:7][C:6]([N:13]=[C:27]=[S:28])=[CH:5]2.[Cl:14][C:15]1[C:24]([Cl:25])=[CH:23][CH:22]=[C:21]2[C:16]=1[CH:17]=[C:18]([N:26]=[C:27]=[S:28])[N:19]=[CH:20]2. The yield is 0.407.